This data is from Full USPTO retrosynthesis dataset with 1.9M reactions from patents (1976-2016). The task is: Predict the reactants needed to synthesize the given product. (1) Given the product [CH3:26][O:25][C:22]1[N:21]([CH2:27][C:28]2[CH:33]=[CH:32][CH:31]=[CH:30][N:29]=2)[C:20]2[CH:19]=[CH:18][CH:17]=[C:16]([O:15][CH2:14][C:9]3[C:8]([CH3:34])=[C:7]([N:5]([CH3:6])[C:3](=[O:4])[CH2:2][NH:1][C:48](=[O:49])[CH2:47][CH2:46][C:43]4[CH:42]=[CH:41][C:40]([NH:39][C:37](=[O:38])[O:36][CH3:35])=[N:45][CH:44]=4)[CH:12]=[CH:11][C:10]=3[CH3:13])[C:24]=2[N:23]=1, predict the reactants needed to synthesize it. The reactants are: [NH2:1][CH2:2][C:3]([N:5]([C:7]1[CH:12]=[CH:11][C:10]([CH3:13])=[C:9]([CH2:14][O:15][C:16]2[C:24]3[N:23]=[C:22]([O:25][CH3:26])[N:21]([CH2:27][C:28]4[CH:33]=[CH:32][CH:31]=[CH:30][N:29]=4)[C:20]=3[CH:19]=[CH:18][CH:17]=2)[C:8]=1[CH3:34])[CH3:6])=[O:4].[CH3:35][O:36][C:37]([NH:39][C:40]1[N:45]=[CH:44][C:43]([CH2:46][CH2:47][C:48](O)=[O:49])=[CH:42][CH:41]=1)=[O:38]. (2) Given the product [N:18]1[C:17]2[NH:21][CH:22]=[CH:23][C:16]=2[C:15]([N:12]2[CH2:13][CH2:14][C@@H:10]([N:9]([CH3:32])[C:7](=[O:8])[CH2:6][C:4]3[N:3]=[CH:2][NH:1][CH:5]=3)[CH2:11]2)=[N:20][CH:19]=1, predict the reactants needed to synthesize it. The reactants are: [NH:1]1[CH:5]=[C:4]([CH2:6][C:7]([N:9]([CH3:32])[C@@H:10]2[CH2:14][CH2:13][N:12]([C:15]3[C:16]4[CH:23]=[CH:22][N:21](COCC[Si](C)(C)C)[C:17]=4[N:18]=[CH:19][N:20]=3)[CH2:11]2)=[O:8])[N:3]=[CH:2]1. (3) Given the product [OH:25][C:7]1[C:8]2[S:14][C:13]([C:15]3[CH:20]=[CH:19][C:18]([C:21]([F:22])([F:24])[F:23])=[CH:17][CH:16]=3)=[N:12][C:9]=2[CH:10]=[N:11][C:6]=1[C:4]([NH:26][CH2:27][C:28]([OH:30])=[O:29])=[O:5], predict the reactants needed to synthesize it. The reactants are: C(O[C:4]([C:6]1[N:11]=[CH:10][C:9]2[N:12]=[C:13]([C:15]3[CH:20]=[CH:19][C:18]([C:21]([F:24])([F:23])[F:22])=[CH:17][CH:16]=3)[S:14][C:8]=2[C:7]=1[OH:25])=[O:5])C.[NH2:26][CH2:27][C:28]([OH:30])=[O:29].